From a dataset of Forward reaction prediction with 1.9M reactions from USPTO patents (1976-2016). Predict the product of the given reaction. (1) Given the reactants [C:1]([O:5][C:6](=[O:18])[N:7]([C:9]1[CH:14]=[CH:13][C:12]([C:15](Cl)=[O:16])=[CH:11][N:10]=1)[CH3:8])([CH3:4])([CH3:3])[CH3:2].[CH3:19][CH:20]1[CH2:32][C:24]2[N:25]=[C:26]([NH:28][C:29](=[O:31])[CH3:30])[S:27][C:23]=2[C:22](=[O:33])[CH2:21]1, predict the reaction product. The product is: [C:1]([O:5][C:6](=[O:18])[N:7]([C:9]1[CH:14]=[CH:13][C:12]([C:15]([CH:21]2[CH:20]([CH3:19])[CH2:32][C:24]3[N:25]=[C:26]([NH:28][C:29](=[O:31])[CH3:30])[S:27][C:23]=3[C:22]2=[O:33])=[O:16])=[CH:11][N:10]=1)[CH3:8])([CH3:4])([CH3:3])[CH3:2]. (2) Given the reactants [CH3:1][O:2][C:3](=[O:32])[C:4]1[C:9](Cl)=[CH:8][CH:7]=[C:6]([N:11]2[C:15]([CH3:16])=[CH:14][CH:13]=[C:12]2[C:17]2[CH:22]=[C:21]([Cl:23])[CH:20]=[CH:19][C:18]=2[O:24][CH2:25][C:26]2[CH:31]=[CH:30][CH:29]=[CH:28][CH:27]=2)[CH:5]=1.COC(=O)C1C=C([Br:42])C=C(N)C=1, predict the reaction product. The product is: [CH3:1][O:2][C:3](=[O:32])[C:4]1[CH:9]=[C:8]([Br:42])[CH:7]=[C:6]([N:11]2[C:15]([CH3:16])=[CH:14][CH:13]=[C:12]2[C:17]2[CH:22]=[C:21]([Cl:23])[CH:20]=[CH:19][C:18]=2[O:24][CH2:25][C:26]2[CH:31]=[CH:30][CH:29]=[CH:28][CH:27]=2)[CH:5]=1. (3) Given the reactants [Cl:1][C:2]1[CH:9]=[CH:8][CH:7]=[CH:6][C:3]=1[CH:4]=O.[CH:10]([O:13][C:14]1[CH:15]=[C:16]([CH:28]=[C:29]([NH2:31])[CH:30]=1)[C:17]([NH:19][C:20]1[S:21][C:22]([C:25]([OH:27])=[O:26])=[CH:23][N:24]=1)=[O:18])([CH3:12])[CH3:11].C([BH3-])#N.[Na+], predict the reaction product. The product is: [CH:10]([O:13][C:14]1[CH:15]=[C:16]([CH:28]=[C:29]([NH:31][CH2:4][C:3]2[CH:6]=[CH:7][CH:8]=[CH:9][C:2]=2[Cl:1])[CH:30]=1)[C:17]([NH:19][C:20]1[S:21][C:22]([C:25]([OH:27])=[O:26])=[CH:23][N:24]=1)=[O:18])([CH3:12])[CH3:11].